This data is from M1 muscarinic receptor antagonist screen with 61,756 compounds. The task is: Binary Classification. Given a drug SMILES string, predict its activity (active/inactive) in a high-throughput screening assay against a specified biological target. (1) The drug is S(=O)(=O)(N1CCOCC1)c1ccc(cc1)C(OCC(=O)Nc1scc(n1)c1ccccc1)=O. The result is 0 (inactive). (2) The drug is S(Cc1c2c(oc1C(OCC)=O)cccc2)c1n(nnn1)c1ccccc1. The result is 0 (inactive). (3) The compound is O=C(NCCCn1ccnc1)C(N1C(=O)c2c(C1=O)cccc2)Cc1ccccc1. The result is 0 (inactive).